From a dataset of Catalyst prediction with 721,799 reactions and 888 catalyst types from USPTO. Predict which catalyst facilitates the given reaction. (1) The catalyst class is: 408. Reactant: [C:1](Cl)(Cl)=[O:2].[NH2:5][C:6]1[CH:11]=[CH:10][CH:9]=[C:8]([CH3:12])[N:7]=1.C(N(CC)CC)C.[C:20]([OH:24])([CH3:23])([CH3:22])[CH3:21].[OH-].[Na+]. Product: [C:20]([O:24][C:1](=[O:2])[NH:5][C:6]1[CH:11]=[CH:10][CH:9]=[C:8]([CH3:12])[N:7]=1)([CH3:23])([CH3:22])[CH3:21]. (2) Reactant: [O:1]1[CH2:5][CH2:4][O:3][CH:2]1[C:6]1[CH:13]=[CH:12][C:9]([C:10]#[N:11])=[CH:8][CH:7]=1.Cl.[NH2:15][OH:16].C(=O)(O)[O-].[Na+]. The catalyst class is: 5. Product: [O:1]1[CH2:5][CH2:4][O:3][CH:2]1[C:6]1[CH:13]=[CH:12][C:9](/[C:10](=[N:15]/[OH:16])/[NH2:11])=[CH:8][CH:7]=1.